Dataset: Full USPTO retrosynthesis dataset with 1.9M reactions from patents (1976-2016). Task: Predict the reactants needed to synthesize the given product. (1) The reactants are: [O:1]=[C:2]1[CH:9]2[CH2:10][CH:6]3[CH2:7][CH:8]2[C:4]([C:11]([OH:13])=[O:12])([CH2:5]3)[NH:3]1.O=S(Cl)Cl.[CH3:18]O. Given the product [CH3:18][O:12][C:11]([C:4]12[NH:3][C:2](=[O:1])[CH:9]3[CH2:10][CH:6]([CH2:7][CH:8]13)[CH2:5]2)=[O:13], predict the reactants needed to synthesize it. (2) Given the product [F:1][C:2]1[CH:3]=[CH:4][C:5]([CH:8]([C:13]2[CH:14]=[CH:15][C:16]([F:19])=[CH:17][CH:18]=2)[CH2:9][CH:10]=[CH2:11])=[CH:6][CH:7]=1, predict the reactants needed to synthesize it. The reactants are: [F:1][C:2]1[CH:7]=[CH:6][C:5]([CH:8]([C:13]2[CH:18]=[CH:17][C:16]([F:19])=[CH:15][CH:14]=2)[CH2:9][CH2:10][CH2:11]I)=[CH:4][CH:3]=1.CC(C)([O-])C.[K+]. (3) The reactants are: Br[C:2]1[CH:7]=[CH:6][C:5]([C@@H:8]([N:10]2[CH2:15][CH2:14][C@@:13]([C:19]3[CH:24]=[CH:23][C:22]([F:25])=[CH:21][CH:20]=3)([CH2:16][CH2:17][OH:18])[O:12][C:11]2=[O:26])[CH3:9])=[CH:4][CH:3]=1.[N:27]1[CH:32]=[CH:31][CH:30]=[CH:29][C:28]=1B(O)O. Given the product [F:25][C:22]1[CH:23]=[CH:24][C:19]([C@:13]2([CH2:16][CH2:17][OH:18])[O:12][C:11](=[O:26])[N:10]([C@H:8]([C:5]3[CH:6]=[CH:7][C:2]([C:28]4[CH:29]=[CH:30][CH:31]=[CH:32][N:27]=4)=[CH:3][CH:4]=3)[CH3:9])[CH2:15][CH2:14]2)=[CH:20][CH:21]=1, predict the reactants needed to synthesize it. (4) Given the product [Br:1][C:2]1[C:3]([OH:19])=[N:4][C:5]([NH:8][C:9]2[CH:14]=[CH:13][C:12]([F:15])=[C:11]([N+:16]([O-:18])=[O:17])[CH:10]=2)=[N:6][CH:7]=1, predict the reactants needed to synthesize it. The reactants are: [Br:1][C:2]1[C:3]([O:19]C)=[N:4][C:5]([NH:8][C:9]2[CH:14]=[CH:13][C:12]([F:15])=[C:11]([N+:16]([O-:18])=[O:17])[CH:10]=2)=[N:6][CH:7]=1. (5) Given the product [C:23]([OH:30])(=[O:29])/[CH:24]=[CH:25]/[C:26]([OH:28])=[O:27].[CH3:1][NH:2][C:10]1([CH2:13][CH2:14][O:15][C:16]2[CH:17]=[N:18][CH:19]=[CH:20][CH:21]=2)[CH2:11][CH2:12]1, predict the reactants needed to synthesize it. The reactants are: [CH3:1][N:2]([C:10]1([CH2:13][CH2:14][O:15][C:16]2[CH:17]=[N:18][CH:19]=[CH:20][CH:21]=2)[CH2:12][CH2:11]1)C(=O)OC(C)(C)C.Cl.[C:23]([O-:30])(=[O:29])/[CH:24]=[CH:25]/[C:26]([O-:28])=[O:27].C(O)(=O)/C=C/C(O)=O. (6) Given the product [F:1][C:2]1[CH:7]=[C:6]([C:8]2[C:9]([C:17](=[O:19])[CH3:18])=[N:10][N:11]3[CH:16]=[CH:15][CH:14]=[CH:13][C:12]=23)[CH:5]=[CH:4][N:3]=1, predict the reactants needed to synthesize it. The reactants are: [F:1][C:2]1[CH:7]=[C:6]([C:8]2[C:9]([CH:17]([OH:19])[CH3:18])=[N:10][N:11]3[CH:16]=[CH:15][CH:14]=[CH:13][C:12]=23)[CH:5]=[CH:4][N:3]=1. (7) Given the product [NH2:8][C:1](=[N:3][O:22][C:21]([C:16]1[CH:17]=[N:18][CH:19]=[CH:20][C:15]=1[C:14]([F:13])([F:24])[F:25])=[O:23])[C:29]([O:28][CH2:26][CH3:27])=[O:30], predict the reactants needed to synthesize it. The reactants are: [C:1]([N:8]1C=CN=C1)([N:3]1C=CN=C1)=O.[F:13][C:14]([F:25])([F:24])[C:15]1[CH:20]=[CH:19][N:18]=[CH:17][C:16]=1[C:21]([OH:23])=[O:22].[CH2:26]([O:28][C:29](NC=NO)=[O:30])[CH3:27]. (8) Given the product [CH2:1]1[O:9][C:8]2[CH:7]=[CH:6][C:5]([CH:10]3[C:22]4[NH:21][C:20]5[C:15](=[CH:16][CH:17]=[CH:18][CH:19]=5)[C:14]=4[CH2:13][CH2:12][N:11]3[C:24]3[N:25]=[CH:26][C:27]([C:30]4[CH:35]=[CH:34][C:33]([O:36][CH3:37])=[C:32]([O:38][CH3:39])[CH:31]=4)=[CH:28][N:29]=3)=[CH:4][C:3]=2[O:2]1, predict the reactants needed to synthesize it. The reactants are: [CH2:1]1[O:9][C:8]2[CH:7]=[CH:6][C:5]([CH:10]3[C:22]4[NH:21][C:20]5[C:15](=[CH:16][CH:17]=[CH:18][CH:19]=5)[C:14]=4[CH2:13][CH2:12][NH:11]3)=[CH:4][C:3]=2[O:2]1.Cl[C:24]1[N:29]=[CH:28][C:27]([C:30]2[CH:35]=[CH:34][C:33]([O:36][CH3:37])=[C:32]([O:38][CH3:39])[CH:31]=2)=[CH:26][N:25]=1. (9) Given the product [N:17]1[CH:18]=[CH:19][CH:20]=[C:15]([C:7]2[CH:6]=[C:5]([CH:10]=[CH:9][CH:8]=2)[C:3]([O:2][CH3:1])=[O:4])[CH:16]=1, predict the reactants needed to synthesize it. The reactants are: [CH3:1][O:2][C:3]([C:5]1[CH:6]=[C:7](B(O)O)[CH:8]=[CH:9][CH:10]=1)=[O:4].Br[C:15]1[CH:16]=[N:17][CH:18]=[CH:19][CH:20]=1.C([O-])([O-])=O.[K+].[K+].O1CCOCC1.